From a dataset of Full USPTO retrosynthesis dataset with 1.9M reactions from patents (1976-2016). Predict the reactants needed to synthesize the given product. Given the product [CH3:19][O:1][C:2]1[C:13]2=[C:14]3[N:9]([CH2:10][CH2:11][CH2:12]2)[CH2:8][CH2:7][CH2:6][C:5]3=[CH:4][C:3]=1[CH:15]=[O:16], predict the reactants needed to synthesize it. The reactants are: [OH:1][C:2]1[C:13]2=[C:14]3[N:9]([CH2:10][CH2:11][CH2:12]2)[CH2:8][CH2:7][CH2:6][C:5]3=[CH:4][C:3]=1[CH:15]=[O:16].CI.[C:19](=O)([O-])[O-].[K+].[K+].O.